Dataset: Full USPTO retrosynthesis dataset with 1.9M reactions from patents (1976-2016). Task: Predict the reactants needed to synthesize the given product. (1) Given the product [C:9]1([CH3:15])[CH:14]=[CH:13][CH:12]=[CH:11][CH:10]=1.[CH3:1][N:2]([CH2:4][CH2:5][N:6]([CH3:8])[CH3:7])[CH3:3], predict the reactants needed to synthesize it. The reactants are: [CH3:1][N:2]([CH2:4][CH2:5][N:6]([CH3:8])[CH3:7])[CH3:3].[C:9]1([CH3:15])[CH:14]=[CH:13][CH:12]=[CH:11][CH:10]=1. (2) Given the product [CH2:1]([C:8]1[N:12]=[C:11]([CH2:13][CH2:14][C:15]2[N:20]3[C:21](=[O:37])[C:22]4[NH:23][C:24]([C:33]([F:35])([F:36])[F:34])=[N:25][C:26]=4[N:27]([CH2:28][CH2:29][CH2:30][CH2:31][CH3:32])[C:19]3=[N:18][N:17]=2)[O:10][N:9]=1)[C:2]1[CH:3]=[CH:4][CH:5]=[CH:6][CH:7]=1, predict the reactants needed to synthesize it. The reactants are: [CH2:1]([C:8]1[N:12]=[C:11]([CH2:13][CH2:14][C:15]([NH:17]/[N:18]=[C:19]2\[NH:20][C:21](=[O:37])[C:22]3[NH:23][C:24]([C:33]([F:36])([F:35])[F:34])=[N:25][C:26]=3[N:27]\2[CH2:28][CH2:29][CH2:30][CH2:31][CH3:32])=O)[O:10][N:9]=1)[C:2]1[CH:7]=[CH:6][CH:5]=[CH:4][CH:3]=1. (3) The reactants are: C(OC(N1[CH2:11][C@H:10](O)[CH2:9][C@H:8]1[C:13]([O:15]C)=O)=O)C=C.[CH2:17]([O:20]C(N1C[C@H](O)C[C@H]1CO[Si](C(C)(C)C)(C)C)=O)C=C.[NH2:38][C:39]1[CH:54]=[CH:53][C:52](I)=[CH:51][C:40]=1[C:41]([N:43]1[CH2:47][C:46](=[CH2:48])[CH2:45][C@H:44]1[CH2:49]O)=[O:42].[CH2:56](OC(N1C[C@H](O)C[C@H]1CO)=O)[CH:57]=C. Given the product [CH2:13]([O:15][C:53]1[C:52]([O:20][CH3:17])=[CH:51][C:40]2[C:41](=[O:42])[N:43]3[CH2:47][C:46](=[CH2:48])[CH2:45][C@H:44]3[CH:49]=[N:38][C:39]=2[CH:54]=1)[C:8]1[CH:9]=[CH:10][CH:11]=[CH:57][CH:56]=1, predict the reactants needed to synthesize it. (4) Given the product [CH3:1][C:2]1[CH:11]=[CH:10][C:5]([C:6]([OH:8])=[O:7])=[CH:4][C:3]=1[C:12]1[N:16]=[C:15]([CH3:17])[NH:14][CH:13]=1, predict the reactants needed to synthesize it. The reactants are: [CH3:1][C:2]1[CH:11]=[CH:10][C:5]([C:6]([O:8]C)=[O:7])=[CH:4][C:3]=1[C:12]1[NH:16][C:15]([CH3:17])=[N:14][CH:13]=1. (5) The reactants are: [O:1]=[C:2]1[CH2:7][O:6][C:5]2[N:8]=[C:9]([C:18]3[CH:23]=[CH:22][C:21]([C:24]4([NH:28][C:29](=[O:35])[O:30][C:31]([CH3:34])([CH3:33])[CH3:32])[CH2:27][CH2:26][CH2:25]4)=[CH:20][CH:19]=3)[C:10]([C:12]3[CH:17]=[CH:16][CH:15]=[CH:14][CH:13]=3)=[CH:11][C:4]=2[NH:3]1.C(=O)([O-])[O-].[K+].[K+].[CH3:42][S:43][CH2:44]Cl. Given the product [CH3:42][S:43][CH2:44][N:3]1[C:2](=[O:1])[CH2:7][O:6][C:5]2[N:8]=[C:9]([C:18]3[CH:23]=[CH:22][C:21]([C:24]4([NH:28][C:29](=[O:35])[O:30][C:31]([CH3:32])([CH3:34])[CH3:33])[CH2:25][CH2:26][CH2:27]4)=[CH:20][CH:19]=3)[C:10]([C:12]3[CH:13]=[CH:14][CH:15]=[CH:16][CH:17]=3)=[CH:11][C:4]1=2, predict the reactants needed to synthesize it. (6) Given the product [C:20]([C@H:23]1[C@@H:28]([NH:29][C:17]([C:15]2[CH:16]=[C:11]([C:5]3[CH:4]=[C:3]([CH2:1][CH3:2])[C:8](=[O:9])[NH:7][C:6]=3[CH3:10])[CH:12]=[N:13][CH:14]=2)=[O:19])[CH2:27][CH:26]=[CH:25][CH2:24]1)(=[O:22])[NH2:21], predict the reactants needed to synthesize it. The reactants are: [CH2:1]([C:3]1[C:8](=[O:9])[NH:7][C:6]([CH3:10])=[C:5]([C:11]2[CH:12]=[N:13][CH:14]=[C:15]([C:17]([OH:19])=O)[CH:16]=2)[CH:4]=1)[CH3:2].[C:20]([C@H:23]1[C@@H:28]([NH2:29])[CH2:27][CH:26]=[CH:25][CH2:24]1)(=[O:22])[NH2:21]. (7) Given the product [Cl:1][C:2]1[CH:10]=[CH:9][C:5]2[N:6]([CH2:12][C:13](=[O:15])[CH3:14])[N:7]=[N:8][C:4]=2[CH:3]=1.[Cl:1][C:2]1[CH:10]=[CH:9][C:5]2[N:6]=[N:7][N:8]([CH2:12][C:13](=[O:15])[CH3:14])[C:4]=2[CH:3]=1, predict the reactants needed to synthesize it. The reactants are: [Cl:1][C:2]1[CH:10]=[CH:9][C:5]2[NH:6][N:7]=[N:8][C:4]=2[CH:3]=1.Cl[CH2:12][C:13](=[O:15])[CH3:14].C(=O)([O-])[O-].[K+].[K+].[I-].[K+]. (8) Given the product [Cl:1][C:2]1[CH:9]=[C:8]([C:10]([F:13])([F:12])[F:11])[CH:7]=[CH:6][C:3]=1[CH2:4][Cl:27], predict the reactants needed to synthesize it. The reactants are: [Cl:1][C:2]1[CH:9]=[C:8]([C:10]([F:13])([F:12])[F:11])[CH:7]=[CH:6][C:3]=1[CH2:4]O.N1C=CC=CC=1.O1CCCC1.S(Cl)([Cl:27])=O. (9) Given the product [NH2:1][C:2]1[C:11]2[N:12]=[C:13]([CH2:20][O:21][CH2:22][CH3:23])[N:14]([CH2:15][C:16]([CH3:18])([OH:19])[CH3:17])[C:10]=2[C:9]2[CH:8]=[CH:7][C:6]([O:24][CH2:32][C:33]3[N:34]=[C:35]([C:38]4[S:39][CH:40]=[CH:41][CH:42]=4)[S:36][CH:37]=3)=[CH:5][C:4]=2[N:3]=1, predict the reactants needed to synthesize it. The reactants are: [NH2:1][C:2]1[C:11]2[N:12]=[C:13]([CH2:20][O:21][CH2:22][CH3:23])[N:14]([CH2:15][C:16]([OH:19])([CH3:18])[CH3:17])[C:10]=2[C:9]2[CH:8]=[CH:7][C:6]([OH:24])=[CH:5][C:4]=2[N:3]=1.C(=O)([O-])[O-].[Cs+].[Cs+].Cl[CH2:32][C:33]1[N:34]=[C:35]([C:38]2[S:39][CH:40]=[CH:41][CH:42]=2)[S:36][CH:37]=1.C(N(CC)CC)C.